This data is from Forward reaction prediction with 1.9M reactions from USPTO patents (1976-2016). The task is: Predict the product of the given reaction. (1) The product is: [Cl:6][CH2:7][CH2:8][CH2:9][S:10][CH:2]([CH3:5])[C:3]#[N:4]. Given the reactants Cl[CH:2]([CH3:5])[C:3]#[N:4].[Cl:6][CH2:7][CH2:8][CH2:9][SH:10].C([O-])([O-])=O.[K+].[K+], predict the reaction product. (2) Given the reactants [CH3:1][N:2]1[CH2:7][CH2:6][N:5]([C:8](=[O:24])/[CH:9]=[CH:10]/[C:11]2[N:16]=[C:15](/[CH:17]=[CH:18]/[C:19]([O:21]CC)=[O:20])[CH:14]=[CH:13][CH:12]=2)[CH2:4][CH2:3]1.[OH-].[K+], predict the reaction product. The product is: [CH3:1][N:2]1[CH2:7][CH2:6][N:5]([C:8](=[O:24])/[CH:9]=[CH:10]/[C:11]2[N:16]=[C:15](/[CH:17]=[CH:18]/[C:19]([OH:21])=[O:20])[CH:14]=[CH:13][CH:12]=2)[CH2:4][CH2:3]1.